From a dataset of NCI-60 drug combinations with 297,098 pairs across 59 cell lines. Regression. Given two drug SMILES strings and cell line genomic features, predict the synergy score measuring deviation from expected non-interaction effect. (1) Cell line: OVCAR-8. Synergy scores: CSS=4.13, Synergy_ZIP=-0.984, Synergy_Bliss=-1.16, Synergy_Loewe=-1.37, Synergy_HSA=-1.36. Drug 2: CN1C2=C(C=C(C=C2)N(CCCl)CCCl)N=C1CCCC(=O)O.Cl. Drug 1: CCC(=C(C1=CC=CC=C1)C2=CC=C(C=C2)OCCN(C)C)C3=CC=CC=C3.C(C(=O)O)C(CC(=O)O)(C(=O)O)O. (2) Drug 1: CN(C)C1=NC(=NC(=N1)N(C)C)N(C)C. Drug 2: CN(CC1=CN=C2C(=N1)C(=NC(=N2)N)N)C3=CC=C(C=C3)C(=O)NC(CCC(=O)O)C(=O)O. Cell line: SK-MEL-2. Synergy scores: CSS=9.47, Synergy_ZIP=0.269, Synergy_Bliss=2.61, Synergy_Loewe=-13.7, Synergy_HSA=-4.01. (3) Drug 1: CC1=C2C(C(=O)C3(C(CC4C(C3C(C(C2(C)C)(CC1OC(=O)C(C(C5=CC=CC=C5)NC(=O)OC(C)(C)C)O)O)OC(=O)C6=CC=CC=C6)(CO4)OC(=O)C)O)C)O. Drug 2: CC=C1C(=O)NC(C(=O)OC2CC(=O)NC(C(=O)NC(CSSCCC=C2)C(=O)N1)C(C)C)C(C)C. Cell line: SNB-75. Synergy scores: CSS=13.9, Synergy_ZIP=-2.07, Synergy_Bliss=-2.35, Synergy_Loewe=-1.25, Synergy_HSA=-1.19. (4) Drug 1: CC1=C(C=C(C=C1)NC2=NC=CC(=N2)N(C)C3=CC4=NN(C(=C4C=C3)C)C)S(=O)(=O)N.Cl. Drug 2: C1CCC(C1)C(CC#N)N2C=C(C=N2)C3=C4C=CNC4=NC=N3. Cell line: SK-MEL-2. Synergy scores: CSS=3.62, Synergy_ZIP=5.51, Synergy_Bliss=12.4, Synergy_Loewe=5.20, Synergy_HSA=6.10. (5) Drug 1: C1CN1P(=S)(N2CC2)N3CC3. Drug 2: CCC1(CC2CC(C3=C(CCN(C2)C1)C4=CC=CC=C4N3)(C5=C(C=C6C(=C5)C78CCN9C7C(C=CC9)(C(C(C8N6C=O)(C(=O)OC)O)OC(=O)C)CC)OC)C(=O)OC)O.OS(=O)(=O)O. Cell line: A549. Synergy scores: CSS=30.0, Synergy_ZIP=-12.7, Synergy_Bliss=-5.99, Synergy_Loewe=-14.8, Synergy_HSA=-3.70. (6) Drug 1: C(=O)(N)NO. Drug 2: CC1C(C(CC(O1)OC2CC(CC3=C2C(=C4C(=C3O)C(=O)C5=C(C4=O)C(=CC=C5)OC)O)(C(=O)CO)O)N)O.Cl. Cell line: MDA-MB-435. Synergy scores: CSS=22.9, Synergy_ZIP=1.08, Synergy_Bliss=3.10, Synergy_Loewe=-26.9, Synergy_HSA=0.570.